From a dataset of Catalyst prediction with 721,799 reactions and 888 catalyst types from USPTO. Predict which catalyst facilitates the given reaction. (1) The catalyst class is: 4. Reactant: [NH:1]1[CH:5]=[C:4]([C:6]2[CH:32]=[CH:31][CH:30]=[CH:29][C:7]=2[O:8][CH2:9][CH2:10][C:11]2[CH:16]=[CH:15][C:14]([NH:17][C:18](=[O:27])[CH:19]([NH2:26])[CH:20]3[CH2:25][CH2:24][O:23][CH2:22][CH2:21]3)=[CH:13][C:12]=2[Cl:28])[N:3]=[CH:2]1.N1C=CC=CC=1.[C:39](Cl)(=[O:41])[CH3:40]. Product: [NH:1]1[CH:5]=[C:4]([C:6]2[CH:32]=[CH:31][CH:30]=[CH:29][C:7]=2[O:8][CH2:9][CH2:10][C:11]2[CH:16]=[CH:15][C:14]([NH:17][C:18](=[O:27])[CH:19]([NH:26][C:39](=[O:41])[CH3:40])[CH:20]3[CH2:21][CH2:22][O:23][CH2:24][CH2:25]3)=[CH:13][C:12]=2[Cl:28])[N:3]=[CH:2]1. (2) Reactant: [Si:1]([O:8][CH2:9][CH2:10][N:11]([CH2:22][CH:23]([OH:30])[C:24]1[CH:29]=[CH:28][CH:27]=[CH:26][CH:25]=1)[C:12](=[O:21])[C:13]1[CH:18]=[CH:17][C:16]([Cl:19])=[N:15][C:14]=1Cl)([C:4]([CH3:7])([CH3:6])[CH3:5])([CH3:3])[CH3:2].CC(C)([O-])C.[Na+]. Product: [Si:1]([O:8][CH2:9][CH2:10][N:11]1[C:12](=[O:21])[C:13]2[CH:18]=[CH:17][C:16]([Cl:19])=[N:15][C:14]=2[O:30][CH:23]([C:24]2[CH:25]=[CH:26][CH:27]=[CH:28][CH:29]=2)[CH2:22]1)([C:4]([CH3:7])([CH3:6])[CH3:5])([CH3:2])[CH3:3]. The catalyst class is: 872. (3) Reactant: C(=O)([O-])[O-].[K+].[K+].[OH:7][C:8]1[CH:9]=[C:10]([CH:20]=[C:21]([O:23][C@@H:24]([CH3:27])[CH2:25][OH:26])[CH:22]=1)[C:11]([NH:13][C:14]1[CH:18]=[CH:17][N:16]([CH3:19])[N:15]=1)=[O:12].[Cl:28][C:29]1[CH:34]=[C:33](F)[C:32]([F:36])=[CH:31][C:30]=1[S:37]([CH3:40])(=[O:39])=[O:38].O. Product: [Cl:28][C:29]1[C:30]([S:37]([CH3:40])(=[O:39])=[O:38])=[CH:31][C:32]([F:36])=[C:33]([CH:34]=1)[O:7][C:8]1[CH:9]=[C:10]([CH:20]=[C:21]([O:23][C@@H:24]([CH3:27])[CH2:25][OH:26])[CH:22]=1)[C:11]([NH:13][C:14]1[CH:18]=[CH:17][N:16]([CH3:19])[N:15]=1)=[O:12]. The catalyst class is: 37. (4) Reactant: Cl.[CH:2]([C@:5]1([C:11]([N:13]2[CH2:18][CH:17]=[C:16]([C:19]3[CH:24]=[CH:23][CH:22]=[CH:21][CH:20]=3)[CH2:15][CH2:14]2)=[O:12])[CH2:9][CH2:8][C@@H:7]([NH2:10])[CH2:6]1)([CH3:4])[CH3:3].C[O:26][CH:27]1[C:32](=O)[CH2:31][CH2:30][O:29][CH2:28]1.C([N:36](CC)CC)C.[C:41](O[BH-](OC(=O)C)OC(=O)C)(=[O:43])C.[Na+].C([O-])(O)=O.[Na+]. Product: [NH4+:10].[OH-:12].[NH4+:36].[OH-:26].[CH3:41][OH:43].[CH:2]([C@:5]1([C:11]([N:13]2[CH2:14][CH:15]=[C:16]([C:19]3[CH:20]=[CH:21][CH:22]=[CH:23][CH:24]=3)[CH2:17][CH2:18]2)=[O:12])[CH2:9][CH2:8][C@@H:7]([NH:10][CH:32]2[CH2:31][CH2:30][O:29][CH2:28][CH2:27]2)[CH2:6]1)([CH3:4])[CH3:3]. The catalyst class is: 2.